From a dataset of Experimental lipophilicity measurements (octanol/water distribution) for 4,200 compounds from AstraZeneca. Regression/Classification. Given a drug SMILES string, predict its absorption, distribution, metabolism, or excretion properties. Task type varies by dataset: regression for continuous measurements (e.g., permeability, clearance, half-life) or binary classification for categorical outcomes (e.g., BBB penetration, CYP inhibition). For this dataset (lipophilicity_astrazeneca), we predict Y. (1) The drug is OC(CN1CCOCC1)c1ccccc1. The Y is 1.00 logD. (2) The compound is NCCCCCc1c[nH]c2ccc(F)cc12. The Y is 0.600 logD. (3) The molecule is Oc1nc(-c2ccc(C(F)(F)F)cc2)nc2c1CSCC2. The Y is 3.07 logD. (4) The drug is COc1ccc(CC(=O)Nc2nc3ccccc3[nH]2)cc1. The Y is 2.90 logD. (5) The molecule is CCCSc1ncccc1C(=O)NC1CCCCC1. The Y is 3.24 logD. (6) The molecule is C[C@@H](Oc1cc(-c2cnn(C3CCNCC3)c2)cnc1N)c1c(Cl)ccc(F)c1Cl. The Y is 2.33 logD.